This data is from Reaction yield outcomes from USPTO patents with 853,638 reactions. The task is: Predict the reaction yield, written as a fraction of the theoretical maximum amount of product (1.0 means a 100% yield; for example, 0.34 means a 34% yield). The reactants are Br[C:2]1[CH:10]=[CH:9][CH:8]=[C:7]2[C:3]=1[CH:4]=[CH:5][NH:6]2.[C:11]1([C:20]2[CH:25]=[CH:24][CH:23]=[CH:22][CH:21]=2)[C:12](B(O)O)=[CH:13][CH:14]=[CH:15][CH:16]=1.[OH-].[Na+]. The catalyst is C1COCC1.[Pd].C(OCC)(=O)C. The product is [C:11]1([C:20]2[CH:21]=[CH:22][CH:23]=[CH:24][CH:25]=2)[CH:12]=[CH:13][CH:14]=[CH:15][C:16]=1[C:2]1[CH:10]=[CH:9][CH:8]=[C:7]2[C:3]=1[CH:4]=[CH:5][NH:6]2. The yield is 0.930.